From a dataset of NCI-60 drug combinations with 297,098 pairs across 59 cell lines. Regression. Given two drug SMILES strings and cell line genomic features, predict the synergy score measuring deviation from expected non-interaction effect. (1) Drug 1: C1=CC(=CC=C1C#N)C(C2=CC=C(C=C2)C#N)N3C=NC=N3. Drug 2: CC1=CC=C(C=C1)C2=CC(=NN2C3=CC=C(C=C3)S(=O)(=O)N)C(F)(F)F. Cell line: BT-549. Synergy scores: CSS=0.529, Synergy_ZIP=2.12, Synergy_Bliss=3.38, Synergy_Loewe=0.778, Synergy_HSA=0.285. (2) Drug 1: C1=CN(C(=O)N=C1N)C2C(C(C(O2)CO)O)O.Cl. Drug 2: CCC(=C(C1=CC=CC=C1)C2=CC=C(C=C2)OCCN(C)C)C3=CC=CC=C3.C(C(=O)O)C(CC(=O)O)(C(=O)O)O. Cell line: PC-3. Synergy scores: CSS=12.8, Synergy_ZIP=-3.67, Synergy_Bliss=1.82, Synergy_Loewe=-3.59, Synergy_HSA=2.55. (3) Drug 1: C1=CC(=C2C(=C1NCCNCCO)C(=O)C3=C(C=CC(=C3C2=O)O)O)NCCNCCO. Drug 2: CC12CCC3C(C1CCC2O)C(CC4=C3C=CC(=C4)O)CCCCCCCCCS(=O)CCCC(C(F)(F)F)(F)F. Synergy scores: CSS=34.8, Synergy_ZIP=-0.528, Synergy_Bliss=-3.86, Synergy_Loewe=-16.6, Synergy_HSA=-2.62. Cell line: A549. (4) Drug 1: C1=CC(=CC=C1CCC2=CNC3=C2C(=O)NC(=N3)N)C(=O)NC(CCC(=O)O)C(=O)O. Drug 2: CCC1(CC2CC(C3=C(CCN(C2)C1)C4=CC=CC=C4N3)(C5=C(C=C6C(=C5)C78CCN9C7C(C=CC9)(C(C(C8N6C=O)(C(=O)OC)O)OC(=O)C)CC)OC)C(=O)OC)O.OS(=O)(=O)O. Cell line: DU-145. Synergy scores: CSS=20.7, Synergy_ZIP=-6.12, Synergy_Bliss=0.671, Synergy_Loewe=0.958, Synergy_HSA=1.43. (5) Drug 1: C1=NC2=C(N1)C(=S)N=CN2. Drug 2: CC(C)NC(=O)C1=CC=C(C=C1)CNNC.Cl. Cell line: RXF 393. Synergy scores: CSS=24.7, Synergy_ZIP=-6.87, Synergy_Bliss=0.208, Synergy_Loewe=-19.2, Synergy_HSA=-0.665. (6) Drug 1: CC1C(C(CC(O1)OC2CC(CC3=C2C(=C4C(=C3O)C(=O)C5=C(C4=O)C(=CC=C5)OC)O)(C(=O)C)O)N)O.Cl. Drug 2: C1=NNC2=C1C(=O)NC=N2. Cell line: UACC62. Synergy scores: CSS=10.9, Synergy_ZIP=-6.09, Synergy_Bliss=-1.25, Synergy_Loewe=-9.14, Synergy_HSA=-1.08. (7) Drug 1: CCN(CC)CCCC(C)NC1=C2C=C(C=CC2=NC3=C1C=CC(=C3)Cl)OC. Drug 2: CC(C)NC(=O)C1=CC=C(C=C1)CNNC.Cl. Cell line: HCT-15. Synergy scores: CSS=13.3, Synergy_ZIP=4.98, Synergy_Bliss=1.65, Synergy_Loewe=-3.03, Synergy_HSA=-1.43.